From a dataset of NCI-60 drug combinations with 297,098 pairs across 59 cell lines. Regression. Given two drug SMILES strings and cell line genomic features, predict the synergy score measuring deviation from expected non-interaction effect. (1) Drug 1: CS(=O)(=O)C1=CC(=C(C=C1)C(=O)NC2=CC(=C(C=C2)Cl)C3=CC=CC=N3)Cl. Drug 2: CC1=C(C=C(C=C1)C(=O)NC2=CC(=CC(=C2)C(F)(F)F)N3C=C(N=C3)C)NC4=NC=CC(=N4)C5=CN=CC=C5. Cell line: HCC-2998. Synergy scores: CSS=-0.476, Synergy_ZIP=1.55, Synergy_Bliss=0.818, Synergy_Loewe=-5.59, Synergy_HSA=-5.56. (2) Drug 1: C1=NC(=NC(=O)N1C2C(C(C(O2)CO)O)O)N. Drug 2: CN(CCCl)CCCl.Cl. Cell line: SF-539. Synergy scores: CSS=24.9, Synergy_ZIP=-2.59, Synergy_Bliss=4.08, Synergy_Loewe=1.04, Synergy_HSA=3.34. (3) Drug 1: C1C(C(OC1N2C=C(C(=O)NC2=O)F)CO)O. Drug 2: CN1C2=C(C=C(C=C2)N(CCCl)CCCl)N=C1CCCC(=O)O.Cl. Cell line: HOP-92. Synergy scores: CSS=18.0, Synergy_ZIP=-0.415, Synergy_Bliss=2.50, Synergy_Loewe=-14.6, Synergy_HSA=1.98. (4) Drug 1: CC1=C(C=C(C=C1)C(=O)NC2=CC(=CC(=C2)C(F)(F)F)N3C=C(N=C3)C)NC4=NC=CC(=N4)C5=CN=CC=C5. Drug 2: C1C(C(OC1N2C=NC(=NC2=O)N)CO)O. Cell line: SNB-19. Synergy scores: CSS=1.52, Synergy_ZIP=-0.719, Synergy_Bliss=-1.05, Synergy_Loewe=-13.7, Synergy_HSA=-5.69. (5) Drug 1: C1=NC2=C(N1)C(=S)N=C(N2)N. Drug 2: CC(C1=C(C=CC(=C1Cl)F)Cl)OC2=C(N=CC(=C2)C3=CN(N=C3)C4CCNCC4)N. Cell line: NCI-H226. Synergy scores: CSS=9.38, Synergy_ZIP=-6.51, Synergy_Bliss=-0.525, Synergy_Loewe=-4.09, Synergy_HSA=-0.786. (6) Drug 1: C1CC(=O)NC(=O)C1N2CC3=C(C2=O)C=CC=C3N. Drug 2: CC1=C2C(C(=O)C3(C(CC4C(C3C(C(C2(C)C)(CC1OC(=O)C(C(C5=CC=CC=C5)NC(=O)C6=CC=CC=C6)O)O)OC(=O)C7=CC=CC=C7)(CO4)OC(=O)C)O)C)OC(=O)C. Cell line: MDA-MB-435. Synergy scores: CSS=30.4, Synergy_ZIP=-4.61, Synergy_Bliss=-5.53, Synergy_Loewe=-26.2, Synergy_HSA=-5.84.